Dataset: Forward reaction prediction with 1.9M reactions from USPTO patents (1976-2016). Task: Predict the product of the given reaction. (1) Given the reactants [C:1]([CH2:3][C:4]([NH:6][CH:7]([C:11]1[CH:16]=[CH:15][C:14]([O:17][CH2:18][CH2:19][N:20]([CH2:23][CH3:24])[CH2:21][CH3:22])=[CH:13][CH:12]=1)[CH2:8][CH2:9][CH3:10])=[O:5])#[N:2].N1(CCOC2C=CC(C(N)CCC)=CC=2)CCCC1, predict the reaction product. The product is: [C:1]([CH2:3][C:4]([NH:6][CH:7]([C:11]1[CH:12]=[CH:13][C:14]([O:17][CH2:18][CH2:19][N:20]2[CH2:23][CH2:24][CH2:22][CH2:21]2)=[CH:15][CH:16]=1)[CH2:8][CH2:9][CH3:10])=[O:5])#[N:2]. (2) Given the reactants [C:1]1([C@H:7]2[CH2:12][CH2:11][C@H:10]([NH2:13])[CH2:9][CH2:8]2)[CH:6]=[CH:5][CH:4]=[CH:3][CH:2]=1.[Cl:14][C:15]1[CH:20]=[CH:19][C:18]([CH:21]([CH3:25])[C:22](O)=[O:23])=[CH:17][CH:16]=1.F[P-](F)(F)(F)(F)F.CN(C(N(C)C)=[N+]1C2C(=NC=CC=2)[N+]([O-])=N1)C, predict the reaction product. The product is: [Cl:14][C:15]1[CH:16]=[CH:17][C:18]([CH:21]([CH3:25])[C:22]([NH:13][C@H:10]2[CH2:9][CH2:8][C@H:7]([C:1]3[CH:6]=[CH:5][CH:4]=[CH:3][CH:2]=3)[CH2:12][CH2:11]2)=[O:23])=[CH:19][CH:20]=1.